From a dataset of Reaction yield outcomes from USPTO patents with 853,638 reactions. Predict the reaction yield, written as a fraction of the theoretical maximum amount of product (1.0 means a 100% yield; for example, 0.34 means a 34% yield). (1) The reactants are [CH2:1]([N:5]1[C:13]([N:14]2[CH2:19][CH2:18][NH:17][CH2:16][CH2:15]2)=[N:12][C:11]2[C:6]1=[N:7][C:8]([C:26]1[CH:27]=[N:28][C:29]([NH2:32])=[N:30][CH:31]=1)=[N:9][C:10]=2[N:20]1[CH2:25][CH2:24][O:23][CH2:22][CH2:21]1)[CH:2]([CH3:4])[CH3:3].Cl.C(N=C=NCCCN(C)C)C.ON1C2C=CC=CC=2N=N1.[OH:55][C@@H:56]([CH3:61])[CH2:57][C:58](O)=[O:59]. The catalyst is CN(C)C=O. The product is [NH2:32][C:29]1[N:30]=[CH:31][C:26]([C:8]2[N:7]=[C:6]3[C:11]([N:12]=[C:13]([N:14]4[CH2:19][CH2:18][N:17]([C:58](=[O:59])[CH2:57][C@@H:56]([OH:55])[CH3:61])[CH2:16][CH2:15]4)[N:5]3[CH2:1][CH:2]([CH3:4])[CH3:3])=[C:10]([N:20]3[CH2:25][CH2:24][O:23][CH2:22][CH2:21]3)[N:9]=2)=[CH:27][N:28]=1. The yield is 0.560. (2) The reactants are OS(O)(=O)=O.[N+:6]([O-:9])(O)=[O:7].[F:10][C:11]1[C:19]([F:20])=[C:18]([F:21])[CH:17]=[CH:16][C:12]=1[C:13]([OH:15])=[O:14]. No catalyst specified. The product is [F:10][C:11]1[C:19]([F:20])=[C:18]([F:21])[C:17]([N+:6]([O-:9])=[O:7])=[CH:16][C:12]=1[C:13]([OH:15])=[O:14]. The yield is 0.920. (3) The reactants are [Br:1][C:2]1[CH:3]=[C:4]([C:9]([F:12])([F:11])[F:10])[C:5]([OH:8])=[N:6][CH:7]=1.C(=O)([O-])[O-].[K+].[K+].I[CH2:20][CH3:21]. The catalyst is CN(C=O)C. The product is [Br:1][C:2]1[CH:3]=[C:4]([C:9]([F:12])([F:10])[F:11])[C:5](=[O:8])[N:6]([CH2:20][CH3:21])[CH:7]=1. The yield is 0.670. (4) The reactants are [Cl:1][C:2]1[CH:10]=[C:6]([C:7]([OH:9])=O)[C:5]([OH:11])=[CH:4][CH:3]=1.[NH2:12][C:13]1[S:14][CH:15]=[C:16]([C:18]2[CH:23]=[CH:22][C:21]([C:24]([F:27])([F:26])[F:25])=[CH:20][CH:19]=2)[N:17]=1. No catalyst specified. The product is [Cl:1][C:2]1[CH:3]=[CH:4][C:5]([OH:11])=[C:6]([CH:10]=1)[C:7]([NH:12][C:13]1[S:14][CH:15]=[C:16]([C:18]2[CH:19]=[CH:20][C:21]([C:24]([F:27])([F:25])[F:26])=[CH:22][CH:23]=2)[N:17]=1)=[O:9]. The yield is 0.160. (5) The reactants are [CH2:1]([O:3][C:4]([C:6]1[NH:7][C:8]([C:23]2[CH:28]=[CH:27][N:26]=[CH:25][CH:24]=2)=[C:9]([C:11]2[CH:12]=[C:13]3[C:17](=[CH:18][CH:19]=2)[C:16](=NOC)[CH2:15][CH2:14]3)[N:10]=1)=[O:5])[CH3:2].[ClH:29].CC(C)=[O:32]. The catalyst is O1CCOCC1. The product is [ClH:29].[ClH:29].[CH2:1]([O:3][C:4]([C:6]1[NH:7][C:8]([C:23]2[CH:24]=[CH:25][N:26]=[CH:27][CH:28]=2)=[C:9]([C:11]2[CH:12]=[C:13]3[C:17](=[CH:18][CH:19]=2)[C:16](=[O:32])[CH2:15][CH2:14]3)[N:10]=1)=[O:5])[CH3:2]. The yield is 0.880.